Predict the product of the given reaction. From a dataset of Forward reaction prediction with 1.9M reactions from USPTO patents (1976-2016). (1) Given the reactants [OH:1][C:2]1[CH:11]=[CH:10][C:5]2[C:6](=[O:9])[CH2:7][O:8][C:4]=2[C:3]=1[CH2:12][N:13]1[CH2:18][CH2:17][N:16]([C:19]([O:21][C:22]([CH3:25])([CH3:24])[CH3:23])=[O:20])[CH2:15][CH2:14]1.[N+:26]([C:29]1[CH:30]=[CH:31][CH:32]=[C:33]2[C:37]=1[NH:36][CH:35]=[C:34]2[CH:38]=O)([O-:28])=[O:27], predict the reaction product. The product is: [OH:1][C:2]1[CH:11]=[CH:10][C:5]2[C:6](=[O:9])/[C:7](=[CH:38]/[C:34]3[C:33]4[C:37](=[C:29]([N+:26]([O-:28])=[O:27])[CH:30]=[CH:31][CH:32]=4)[NH:36][CH:35]=3)/[O:8][C:4]=2[C:3]=1[CH2:12][N:13]1[CH2:14][CH2:15][N:16]([C:19]([O:21][C:22]([CH3:25])([CH3:24])[CH3:23])=[O:20])[CH2:17][CH2:18]1. (2) Given the reactants [H-].[Na+].[Cl:3][C:4]1[CH:5]=[C:6]([C@H:10]([OH:24])[C@@H:11]2[CH2:16][CH2:15][CH2:14][N:13]([C:17]([O:19][C:20]([CH3:23])([CH3:22])[CH3:21])=[O:18])[CH2:12]2)[CH:7]=[CH:8][CH:9]=1.Br[CH2:26][C:27]([O:29][CH2:30][CH3:31])=[O:28].[NH4+].[Cl-], predict the reaction product. The product is: [Cl:3][C:4]1[CH:5]=[C:6]([C@H:10]([O:24][CH2:26][C:27]([O:29][CH2:30][CH3:31])=[O:28])[C@@H:11]2[CH2:16][CH2:15][CH2:14][N:13]([C:17]([O:19][C:20]([CH3:21])([CH3:23])[CH3:22])=[O:18])[CH2:12]2)[CH:7]=[CH:8][CH:9]=1.